This data is from Full USPTO retrosynthesis dataset with 1.9M reactions from patents (1976-2016). The task is: Predict the reactants needed to synthesize the given product. (1) Given the product [F:17][CH2:9][CH2:8][CH2:7][C:1]1[CH:6]=[CH:5][CH:4]=[CH:3][CH:2]=1, predict the reactants needed to synthesize it. The reactants are: [C:1]1([CH2:7][CH2:8][CH2:9]O)[CH:6]=[CH:5][CH:4]=[CH:3][CH:2]=1.C(N(S(F)(F)[F:17])CC)C. (2) Given the product [Cl:13][C:12]1[C:11]2[C:6](=[CH:7][CH:8]=[C:9]([C:14]([O:16][CH3:17])=[O:15])[CH:10]=2)[N:5]=[C:4]([O:18][CH3:19])[C:3]=1[CH2:2][OH:20], predict the reactants needed to synthesize it. The reactants are: Br[CH2:2][C:3]1[C:4]([O:18][CH3:19])=[N:5][C:6]2[C:11]([C:12]=1[Cl:13])=[CH:10][C:9]([C:14]([O:16][CH3:17])=[O:15])=[CH:8][CH:7]=2.[O:20]1CCOCC1.O.